From a dataset of Full USPTO retrosynthesis dataset with 1.9M reactions from patents (1976-2016). Predict the reactants needed to synthesize the given product. (1) Given the product [Br:1][C:2]1[CH:3]=[N:4][N:5]2[CH:10]=[CH:9][C:8]([C:15]3[CH:16]=[CH:17][CH:18]=[CH:19][C:14]=3[O:13][CH3:12])=[N:7][C:6]=12, predict the reactants needed to synthesize it. The reactants are: [Br:1][C:2]1[CH:3]=[N:4][N:5]2[CH:10]=[CH:9][C:8](Cl)=[N:7][C:6]=12.[CH3:12][O:13][C:14]1[CH:19]=[CH:18][CH:17]=[CH:16][C:15]=1B(O)O.C(=O)([O-])[O-].[K+].[K+]. (2) Given the product [CH2:7]([NH:14][CH2:15][CH2:16][N:17]1[CH2:18][CH2:19][N:20]([CH2:23][CH2:24][CH2:25][OH:26])[CH2:21][CH2:22]1)[CH2:8][CH2:9][CH2:10][CH2:11][CH2:12][CH3:13], predict the reactants needed to synthesize it. The reactants are: [H-].[Al+3].[Li+].[H-].[H-].[H-].[CH2:7]([NH:14][C:15](=O)[CH2:16][N:17]1[CH2:22][CH2:21][N:20]([CH2:23][CH2:24][CH2:25][OH:26])[CH2:19][CH2:18]1)[CH2:8][CH2:9][CH2:10][CH2:11][CH2:12][CH3:13].[Cl-].[NH4+]. (3) Given the product [Cl:23][C:13]1[C:14]([O:21][CH3:22])=[CH:15][C:16]([O:19][CH3:20])=[C:17]([Cl:18])[C:12]=1[C:7]1[CH:8]=[C:9]2[C:4](=[CH:5][CH:6]=1)[N:3]=[C:2]([NH:24][C@@H:25]1[CH2:30][CH2:29][CH2:28][CH2:27][C@@H:26]1[NH:31][C:32](=[O:38])[O:33][C:34]([CH3:36])([CH3:35])[CH3:37])[N:11]=[CH:10]2, predict the reactants needed to synthesize it. The reactants are: Cl[C:2]1[N:11]=[CH:10][C:9]2[C:4](=[CH:5][CH:6]=[C:7]([C:12]3[C:17]([Cl:18])=[C:16]([O:19][CH3:20])[CH:15]=[C:14]([O:21][CH3:22])[C:13]=3[Cl:23])[CH:8]=2)[N:3]=1.[NH2:24][C@@H:25]1[CH2:30][CH2:29][CH2:28][CH2:27][C@@H:26]1[NH:31][C:32](=[O:38])[O:33][C:34]([CH3:37])([CH3:36])[CH3:35].C1CCN2C(=NCCC2)CC1. (4) Given the product [Br:1][C:2]1[CH:10]=[C:9]2[C:5](=[CH:4][CH:3]=1)[CH2:6][C:7]([CH3:13])([CH3:12])[CH2:8]2, predict the reactants needed to synthesize it. The reactants are: [Br:1][C:2]1[CH:10]=[C:9]2[C:5]([CH2:6][C:7]([CH3:13])([CH3:12])[C:8]2=O)=[CH:4][CH:3]=1.C([SiH](CC)CC)C. (5) Given the product [OH:8][C:9]1[CH:14]=[CH:13][CH:12]=[CH:11][C:10]=1[NH:15][C:16](=[O:36])[C@@H:17]1[CH2:21][CH2:20][CH2:19][N:18]1[C:22](=[O:35])[CH2:23][CH2:24][C:25]1[N:29]([CH3:30])[C:28]2[CH:31]=[CH:32][CH:33]=[CH:34][C:27]=2[N:26]=1, predict the reactants needed to synthesize it. The reactants are: C([O:8][C:9]1[CH:14]=[CH:13][CH:12]=[CH:11][C:10]=1[NH:15][C:16](=[O:36])[C@@H:17]1[CH2:21][CH2:20][CH2:19][N:18]1[C:22](=[O:35])[CH2:23][CH2:24][C:25]1[N:29]([CH3:30])[C:28]2[CH:31]=[CH:32][CH:33]=[CH:34][C:27]=2[N:26]=1)C1C=CC=CC=1. (6) Given the product [CH3:28][C:18]1([N:15]2[CH2:16][CH2:17][C:12](=[O:11])[CH2:13][CH2:14]2)[CH2:22][CH2:21][N:20]([C:23]([O:25][CH2:26][CH3:27])=[O:24])[CH2:19]1, predict the reactants needed to synthesize it. The reactants are: C(Cl)(=O)C(Cl)=O.CS(C)=O.[OH:11][CH:12]1[CH2:17][CH2:16][N:15]([C:18]2([CH3:28])[CH2:22][CH2:21][N:20]([C:23]([O:25][CH2:26][CH3:27])=[O:24])[CH2:19]2)[CH2:14][CH2:13]1.C(N(CC)CC)C. (7) Given the product [Cl:40][C:39]([Cl:42])([Cl:41])[CH2:38][O:37][C:35](=[O:36])[NH:1][C:2]1[CH:3]=[CH:4][C:5]([S:8][C:9]2[CH:24]=[CH:23][C:12]([C:13](=[O:14])[NH:15][C:16]3[CH:21]=[CH:20][C:19]([Br:22])=[CH:18][N:17]=3)=[CH:11][C:10]=2[N+:25]([O-:27])=[O:26])=[CH:6][CH:7]=1, predict the reactants needed to synthesize it. The reactants are: [NH2:1][C:2]1[CH:7]=[CH:6][C:5]([S:8][C:9]2[CH:24]=[CH:23][C:12]([C:13]([NH:15][C:16]3[CH:21]=[CH:20][C:19]([Br:22])=[CH:18][N:17]=3)=[O:14])=[CH:11][C:10]=2[N+:25]([O-:27])=[O:26])=[CH:4][CH:3]=1.N1C=CC=CC=1.Cl[C:35]([O:37][CH2:38][C:39]([Cl:42])([Cl:41])[Cl:40])=[O:36].